From a dataset of Reaction yield outcomes from USPTO patents with 853,638 reactions. Predict the reaction yield, written as a fraction of the theoretical maximum amount of product (1.0 means a 100% yield; for example, 0.34 means a 34% yield). (1) The reactants are [CH2:1]([Mg]Cl)[C:2]1[CH:7]=[CH:6][CH:5]=[CH:4][CH:3]=1.Cl[C:11]1[C:20]2[C:15](=[CH:16][C:17]([O:23][CH3:24])=[C:18]([O:21][CH3:22])[CH:19]=2)[C:14]([CH2:25][C:26]2[CH:31]=[CH:30][N:29]=[CH:28][CH:27]=2)=[N:13][N:12]=1.C1(P(C2C=CC=CC=2)C2C=CC=CC=2)C=CC=CC=1.[NH4+].[Cl-]. The catalyst is O1CCCC1.C(OCC)(=O)C.[Cl-].[Cl-].[Zn+2].C([O-])(=O)C.[Pd+2].C([O-])(=O)C. The product is [CH2:1]([C:11]1[C:20]2[C:15](=[CH:16][C:17]([O:23][CH3:24])=[C:18]([O:21][CH3:22])[CH:19]=2)[C:14]([CH2:25][C:26]2[CH:31]=[CH:30][N:29]=[CH:28][CH:27]=2)=[N:13][N:12]=1)[C:2]1[CH:7]=[CH:6][CH:5]=[CH:4][CH:3]=1. The yield is 0.648. (2) The reactants are [CH3:1][O:2][C:3](=[O:25])[CH2:4][C:5]1[C:14]([CH3:15])=[C:13](OS(C(F)(F)F)(=O)=O)[C:12]2[C:7](=[CH:8][CH:9]=[C:10]([F:24])[CH:11]=2)[CH:6]=1.C1(P(C2C=CC=CC=2)C2C=CC=CC=2)C=CC=CC=1.[C:45](=[N:48][S:49]([C:52]1[CH:57]=[CH:56][C:55](B(O)O)=[CH:54][CH:53]=1)(=[O:51])=[O:50])([CH3:47])[CH3:46].C(=O)([O-])[O-].[Na+].[Na+]. The catalyst is C(COC)OC.C([O-])(=O)C.[Pd+2].C([O-])(=O)C.O. The product is [CH3:1][O:2][C:3](=[O:25])[CH2:4][C:5]1[C:14]([CH3:15])=[C:13]([C:55]2[CH:54]=[CH:53][C:52]([S:49](=[O:50])(=[O:51])[NH:48][CH:45]([CH3:47])[CH3:46])=[CH:57][CH:56]=2)[C:12]2[C:7](=[CH:8][CH:9]=[C:10]([F:24])[CH:11]=2)[CH:6]=1. The yield is 0.720.